From a dataset of Forward reaction prediction with 1.9M reactions from USPTO patents (1976-2016). Predict the product of the given reaction. (1) Given the reactants [CH:1]([C:4]1[CH:9]=[CH:8][CH:7]=[C:6]([CH:10]([CH3:12])[CH3:11])[C:5]=1[NH:13][C:14]([CH2:16][N:17]([CH2:55][CH2:56][CH2:57][CH2:58][CH3:59])[CH2:18][C:19]1[CH:24]=[CH:23][C:22]([C:25]2[CH:30]=[CH:29][CH:28]=[CH:27][C:26]=2[C:31]2[N:35](C(C3C=CC=CC=3)(C3C=CC=CC=3)C3C=CC=CC=3)[N:34]=[N:33][N:32]=2)=[CH:21][CH:20]=1)=[O:15])([CH3:3])[CH3:2].[ClH:60], predict the reaction product. The product is: [ClH:60].[CH:10]([C:6]1[CH:7]=[CH:8][CH:9]=[C:4]([CH:1]([CH3:3])[CH3:2])[C:5]=1[NH:13][C:14]([CH2:16][N:17]([CH2:55][CH2:56][CH2:57][CH2:58][CH3:59])[CH2:18][C:19]1[CH:24]=[CH:23][C:22]([C:25]2[CH:30]=[CH:29][CH:28]=[CH:27][C:26]=2[C:31]2[NH:35][N:34]=[N:33][N:32]=2)=[CH:21][CH:20]=1)=[O:15])([CH3:12])[CH3:11]. (2) Given the reactants [NH2:1][C:2]1[C:3]([CH3:23])=[CH:4][C:5]([O:16][C:17]2[CH:22]=[CH:21][CH:20]=[CH:19][CH:18]=2)=[C:6]([C:8]2[CH:9]=[CH:10][C:11](=[O:15])[N:12]([CH3:14])[CH:13]=2)[CH:7]=1.C(N(CC)CC)C.[CH3:31][S:32](Cl)(=[O:34])=[O:33], predict the reaction product. The product is: [CH3:23][C:3]1[CH:4]=[C:5]([O:16][C:17]2[CH:22]=[CH:21][CH:20]=[CH:19][CH:18]=2)[C:6]([C:8]2[CH:9]=[CH:10][C:11](=[O:15])[N:12]([CH3:14])[CH:13]=2)=[CH:7][C:2]=1[NH:1][S:32]([CH3:31])(=[O:34])=[O:33]. (3) Given the reactants [I:1][C:2]1[CH:3]=[C:4]2[C:9](=[CH:10][CH:11]=1)[NH:8][N:7]=[C:6]([C:12]([O:14]CC)=[O:13])[C:5]2=[O:17].[OH-].[Na+].Cl, predict the reaction product. The product is: [I:1][C:2]1[CH:3]=[C:4]2[C:9](=[CH:10][CH:11]=1)[NH:8][N:7]=[C:6]([C:12]([OH:14])=[O:13])[C:5]2=[O:17]. (4) The product is: [CH2:7]([N:14]([CH2:15][C@@H:16]1[CH2:17][CH2:18][C@H:19]([CH2:22][CH2:23][OH:25])[CH2:20][CH2:21]1)[CH2:7][C:8]1[CH:9]=[CH:10][CH:11]=[CH:12][CH:13]=1)[C:8]1[CH:13]=[CH:12][CH:11]=[CH:10][CH:9]=1. Given the reactants [H-].[H-].[H-].[H-].[Li+].[Al+3].[CH2:7]([NH:14][CH2:15][C@@H:16]1[CH2:21][CH2:20][C@H:19]([CH2:22][C:23]([O:25]CC)=O)[CH2:18][CH2:17]1)[C:8]1[CH:13]=[CH:12][CH:11]=[CH:10][CH:9]=1.[F-].[K+], predict the reaction product. (5) Given the reactants [CH2:1]([CH:4]([CH2:18][CH2:19][CH2:20][CH2:21][CH2:22][CH3:23])[C:5]([NH:7][C@@H:8]([C:10]1[CH:15]=[CH:14][CH:13]=[C:12]([O:16][CH3:17])[CH:11]=1)[CH3:9])=[O:6])[CH:2]=[CH2:3].[H-].[Na+].[C:26](Cl)(=[O:30])[O:27][CH2:28][CH3:29].Cl, predict the reaction product. The product is: [CH2:28]([O:27][C:26]([N:7]([C@@H:8]([C:10]1[CH:15]=[CH:14][CH:13]=[C:12]([O:16][CH3:17])[CH:11]=1)[CH3:9])[C:5](=[O:6])[CH:4]([CH2:1][CH:2]=[CH2:3])[CH2:18][CH2:19][CH2:20][CH2:21][CH2:22][CH3:23])=[O:30])[CH3:29]. (6) Given the reactants Br[C:2]1[C:3](=[O:48])[N:4]([CH3:47])[C:5](=[O:46])[C:6]=1[C:7]1[C:15]2[C:10](=[CH:11][CH:12]=[CH:13][CH:14]=2)[NH:9][C:8]=1[CH2:16][CH2:17][CH2:18][CH2:19][CH2:20][CH2:21][CH2:22][CH2:23][CH2:24][CH2:25][CH2:26][CH2:27][C:28]1[NH:29][C:30]2[C:35]([C:36]=1[C:37]1[C:38](=[O:45])[N:39]([CH3:44])[C:40](=[O:43])[C:41]=1Br)=[CH:34][CH:33]=[CH:32][CH:31]=2.CN(C=O)C.[NH:54]1[CH2:59][CH2:58][NH:57][CH2:56][CH2:55]1, predict the reaction product. The product is: [CH3:47][N:4]1[C:5](=[O:46])[C:6]2[C:7]3[C:15]4[CH:14]=[CH:13][CH:12]=[CH:11][C:10]=4[NH:9][C:8]=3[CH2:16][CH2:17][CH2:18][CH2:19][CH2:20][CH2:21][CH2:22][CH2:23][CH2:24][CH2:25][CH2:26][CH2:27][C:28]3[NH:29][C:30]4[CH:31]=[CH:32][CH:33]=[CH:34][C:35]=4[C:36]=3[C:37]3[C:38](=[O:45])[N:39]([CH3:44])[C:40](=[O:43])[C:41]=3[N:57]3[CH2:58][CH2:59][N:54]([CH2:55][CH2:56]3)[C:2]=2[C:3]1=[O:48]. (7) Given the reactants [F:1][C:2]1[C:7]([F:8])=[CH:6][CH:5]=[CH:4][C:3]=1[C:9]1[N:17]=[C:12]2[CH:13]=[N:14][NH:15][CH:16]=[C:11]2[N:10]=1.Cl[CH2:19][C:20]1[O:24][N:23]=[C:22]([C:25]2[CH:32]=[CH:31][C:28]([C:29]#[N:30])=[CH:27][CH:26]=2)[CH:21]=1, predict the reaction product. The product is: [F:1][C:2]1[C:7]([F:8])=[CH:6][CH:5]=[CH:4][C:3]=1[C:9]1[N:17]=[C:12]2[CH:13]=[N:14][N:15]([CH2:19][C:20]3[O:24][N:23]=[C:22]([C:25]4[CH:32]=[CH:31][C:28]([C:29]#[N:30])=[CH:27][CH:26]=4)[CH:21]=3)[CH:16]=[C:11]2[N:10]=1.